From a dataset of Catalyst prediction with 721,799 reactions and 888 catalyst types from USPTO. Predict which catalyst facilitates the given reaction. (1) Reactant: Cl.[CH3:2][O:3][C:4]([CH:6]1[C:10](=[N:11]O)[CH2:9][S:8][CH2:7]1)=[O:5]. Product: [CH3:2][O:3][C:4]([C:6]1[C:10]([NH2:11])=[CH:9][S:8][CH:7]=1)=[O:5]. The catalyst class is: 798. (2) Reactant: [F:1][C:2]1[CH:3]=[C:4]([NH:9][C:10]2[CH:15]=[CH:14][CH:13]=[CH:12][CH:11]=2)[C:5]([NH2:8])=[CH:6][CH:7]=1.[C:16]([O:20][C:21]([NH:23][C@@H:24]([CH2:28][CH3:29])[C:25](O)=O)=[O:22])([CH3:19])([CH3:18])[CH3:17].C1C=NC2N(O)N=NC=2C=1.CN1CCOCC1.Cl.CN(C)CCCN=C=NCC. Product: [F:1][C:2]1[CH:7]=[CH:6][C:5]2[N:8]=[C:25]([C@@H:24]([NH:23][C:21](=[O:22])[O:20][C:16]([CH3:17])([CH3:19])[CH3:18])[CH2:28][CH3:29])[N:9]([C:10]3[CH:15]=[CH:14][CH:13]=[CH:12][CH:11]=3)[C:4]=2[CH:3]=1. The catalyst class is: 2. (3) Reactant: N(C(C)C)(C(C)C)CC.[Cl:10][C:11]1[C:12]([CH:17]([NH2:34])[C:18]2[CH:27]=[C:26]3[C:21]([CH:22]=[CH:23][C:24](C4C=CC=CC=4)=[N:25]3)=[CH:20][CH:19]=2)=[N:13][CH:14]=[CH:15][N:16]=1.[CH:35]1([C:39](Cl)=O)[CH2:38][CH2:37][CH2:36]1. Product: [Cl:10][C:11]1[C:12]2[N:13]([C:39]([CH:35]3[CH2:38][CH2:37][CH2:36]3)=[N:34][C:17]=2[C:18]2[CH:27]=[C:26]3[C:21]([CH:22]=[CH:23][CH:24]=[N:25]3)=[CH:20][CH:19]=2)[CH:14]=[CH:15][N:16]=1. The catalyst class is: 79. (4) Reactant: [NH2:1][C:2]1[C:11]([N+:12]([O-])=O)=[C:10]([Br:15])[CH:9]=[C:8]([O:16][CH3:17])[C:3]=1[C:4]([O:6][CH3:7])=[O:5].[H][H].[CH:20]([CH:22]=O)=O. Product: [Br:15][C:10]1[C:11]2[N:12]=[CH:22][CH:20]=[N:1][C:2]=2[C:3]([C:4]([O:6][CH3:7])=[O:5])=[C:8]([O:16][CH3:17])[CH:9]=1. The catalyst class is: 19. (5) Reactant: [CH2:1]([C:3]1[NH:7][CH:6]=[N:5][C:4]=1[C:8]1[CH:9]=[N:10][CH:11]=[CH:12][CH:13]=1)[CH3:2].C([O-])(=O)C.[K+].[I:19]I.O. Product: [CH2:1]([C:3]1[NH:7][C:6]([I:19])=[N:5][C:4]=1[C:8]1[CH:9]=[N:10][CH:11]=[CH:12][CH:13]=1)[CH3:2]. The catalyst class is: 125. (6) Reactant: [SH:1][C:2]1[CH:7]=[CH:6][C:5]([NH:8][C:9](=[O:15])[O:10][C:11]([CH3:14])([CH3:13])[CH3:12])=[CH:4][CH:3]=1.[Cl:16][C:17]1[CH:22]=[C:21]([Cl:23])[N:20]=[C:19](S(C)(=O)=O)[N:18]=1.CC([O-])=O.[Na+]. Product: [Cl:16][C:17]1[CH:22]=[C:21]([Cl:23])[N:20]=[C:19]([S:1][C:2]2[CH:3]=[CH:4][C:5]([NH:8][C:9](=[O:15])[O:10][C:11]([CH3:12])([CH3:14])[CH3:13])=[CH:6][CH:7]=2)[N:18]=1. The catalyst class is: 218. (7) Reactant: [C:1]([C:9]1[CH:10]=[N:11][C:12]2[C:17]([C:18]=1[C:19]1[CH:20]=[C:21]([NH:25][CH2:26][C:27]3[CH:32]=[CH:31][C:30]([CH2:33][C:34]([OH:36])=[O:35])=[CH:29][CH:28]=3)[CH:22]=[CH:23][CH:24]=1)=[CH:16][CH:15]=[CH:14][C:13]=2[CH3:37])(=[O:8])[C:2]1[CH:7]=[CH:6][CH:5]=[CH:4][CH:3]=1.[CH2:38](Br)[C:39]1[CH:44]=[CH:43][CH:42]=[CH:41][CH:40]=1.C(=O)([O-])[O-].[Cs+].[Cs+]. Product: [C:1]([C:9]1[CH:10]=[N:11][C:12]2[C:17]([C:18]=1[C:19]1[CH:20]=[C:21]([NH:25][CH2:26][C:27]3[CH:32]=[CH:31][C:30]([CH:33]([CH2:38][C:39]4[CH:44]=[CH:43][CH:42]=[CH:41][CH:40]=4)[C:34]([OH:36])=[O:35])=[CH:29][CH:28]=3)[CH:22]=[CH:23][CH:24]=1)=[CH:16][CH:15]=[CH:14][C:13]=2[CH3:37])(=[O:8])[C:2]1[CH:7]=[CH:6][CH:5]=[CH:4][CH:3]=1. The catalyst class is: 3.